Dataset: TCR-epitope binding with 47,182 pairs between 192 epitopes and 23,139 TCRs. Task: Binary Classification. Given a T-cell receptor sequence (or CDR3 region) and an epitope sequence, predict whether binding occurs between them. (1) The epitope is HSKKKCDEL. The TCR CDR3 sequence is CASSQGTSWDTQYF. Result: 0 (the TCR does not bind to the epitope). (2) The epitope is HTTDPSFLGRY. The TCR CDR3 sequence is CASSGDGSQFF. Result: 1 (the TCR binds to the epitope). (3) The TCR CDR3 sequence is CASSPRTSGGSDTQYF. Result: 0 (the TCR does not bind to the epitope). The epitope is LPAADLDDF. (4) The epitope is TPINLVRDL. The TCR CDR3 sequence is CASSLMTGRTQYF. Result: 0 (the TCR does not bind to the epitope). (5) The epitope is FVDGVPFVV. The TCR CDR3 sequence is CSVWGNEQYF. Result: 1 (the TCR binds to the epitope). (6) The epitope is TPQDLNTML. The TCR CDR3 sequence is CASSSAITGMGDSGNTIYF. Result: 1 (the TCR binds to the epitope).